Dataset: Reaction yield outcomes from USPTO patents with 853,638 reactions. Task: Predict the reaction yield, written as a fraction of the theoretical maximum amount of product (1.0 means a 100% yield; for example, 0.34 means a 34% yield). (1) The reactants are [C:1]([C:4]1[CH:9]=[CH:8][C:7]([S:10]([NH:13][CH2:14][CH2:15][CH2:16][N:17]2[CH:21]=[CH:20][N:19]=[CH:18]2)(=[O:12])=[O:11])=[CH:6][CH:5]=1)(=[O:3])[CH3:2].[NH2:22][C:23]1[CH:28]=[CH:27][CH:26]=[CH:25][C:24]=1[C:29]#[C:30][C:31]1[C:32]([O:41][CH3:42])=[CH:33][C:34]([O:39][CH3:40])=[C:35]([CH:38]=1)[CH:36]=O.C[O-].[Li+]. The catalyst is CN(C=O)C.CO. The product is [NH2:22][C:23]1[CH:28]=[CH:27][CH:26]=[CH:25][C:24]=1[C:29]#[C:30][C:31]1[C:32]([O:41][CH3:42])=[CH:33][C:34]([O:39][CH3:40])=[C:35](/[CH:36]=[CH:2]/[C:1]([C:4]2[CH:9]=[CH:8][C:7]([S:10]([NH:13][CH2:14][CH2:15][CH2:16][N:17]3[CH:21]=[CH:20][N:19]=[CH:18]3)(=[O:12])=[O:11])=[CH:6][CH:5]=2)=[O:3])[CH:38]=1. The yield is 0.530. (2) The reactants are Br[C:2]1[CH:8]=[CH:7][CH:6]=[C:5]([N+:9]([O-:11])=[O:10])[C:3]=1[NH2:4].[F:12][C:13]1[S:17][C:16](B2OC(C)(C)C(C)(C)O2)=[CH:15][CH:14]=1.C([O-])([O-])=O.[Cs+].[Cs+].CCOC(C)=O. The catalyst is O1CCOCC1.O.C1C=CC(P(C2C=CC=CC=2)[C-]2C=CC=C2)=CC=1.C1C=CC(P(C2C=CC=CC=2)[C-]2C=CC=C2)=CC=1.Cl[Pd]Cl.[Fe+2]. The product is [F:12][C:13]1[S:17][C:16]([C:2]2[CH:8]=[CH:7][CH:6]=[C:5]([N+:9]([O-:11])=[O:10])[C:3]=2[NH2:4])=[CH:15][CH:14]=1. The yield is 0.617. (3) The reactants are [NH2:1][C@@H:2]([CH:15]([CH3:17])[CH3:16])[C:3]([NH:5][C@@H:6]([CH3:14])[C:7]([O:9][C:10]([CH3:13])([CH3:12])[CH3:11])=[O:8])=[O:4].[C:18]1(=[O:33])[N:22]([C:23]2[CH:31]=[CH:30][C:26]([C:27](O)=[O:28])=[CH:25][CH:24]=2)[C:21](=[O:32])[CH:20]=[CH:19]1.CN(C(ON1N=NC2C=CC=CC1=2)=[N+](C)C)C.[B-](F)(F)(F)F.CCN(C(C)C)C(C)C. The catalyst is ClCCl. The product is [O:32]=[C:21]1[CH:20]=[CH:19][C:18](=[O:33])[N:22]1[C:23]1[CH:31]=[CH:30][C:26]([C:27]([NH:1][C@@H:2]([CH:15]([CH3:17])[CH3:16])[C:3]([NH:5][C@@H:6]([CH3:14])[C:7]([O:9][C:10]([CH3:11])([CH3:13])[CH3:12])=[O:8])=[O:4])=[O:28])=[CH:25][CH:24]=1. The yield is 0.510. (4) The yield is 0.910. The reactants are Br[C:2]1[C:6]([CH3:7])=[C:5](I)[S:4][C:3]=1[CH:9]1[O:13]CCO1.C[O:15][C:16]1[CH:21]=[CH:20][C:19](B(O)O)=[C:18]([CH3:25])[CH:17]=1.C[O:27][C:28]1[CH:33]=[CH:32][C:31](B(O)O)=[CH:30][CH:29]=1. No catalyst specified. The product is [OH:15][C:16]1[CH:21]=[CH:20][C:19]([C:5]2[S:4][C:3]([CH:9]=[O:13])=[C:2]([C:31]3[CH:32]=[CH:33][C:28]([OH:27])=[CH:29][CH:30]=3)[C:6]=2[CH3:7])=[C:18]([CH3:25])[CH:17]=1. (5) The reactants are [NH2:1][C:2]1[CH:3]=[C:4]([CH:8]=[CH:9][C:10]=1[O:11][CH3:12])[C:5]([OH:7])=[O:6].S(=O)(=O)(O)O.[CH3:18]O. No catalyst specified. The product is [NH2:1][C:2]1[CH:3]=[C:4]([CH:8]=[CH:9][C:10]=1[O:11][CH3:12])[C:5]([O:7][CH3:18])=[O:6]. The yield is 0.920. (6) The reactants are [CH3:1][C:2]1[C:3]2[CH:4]=[CH:5][C:6]([O:14][CH2:15][CH2:16][CH2:17][CH:18]=O)=[N:7][C:8]=2[NH:9][C:10](=[O:13])[C:11]=1[CH3:12].Cl.[Cl:21][C:22]1[C:27]([Cl:28])=[CH:26][CH:25]=[CH:24][C:23]=1[N:29]1[CH2:34][CH2:33][NH:32][CH2:31][CH2:30]1.C(N(CC)CC)C.[BH-](OC(C)=O)(OC(C)=O)OC(C)=O.[Na+]. The catalyst is ClC(Cl)C.O. The product is [Cl:21][C:22]1[C:27]([Cl:28])=[CH:26][CH:25]=[CH:24][C:23]=1[N:29]1[CH2:34][CH2:33][N:32]([CH2:18][CH2:17][CH2:16][CH2:15][O:14][C:6]2[N:7]=[C:8]3[C:3]([C:2]([CH3:1])=[C:11]([CH3:12])[C:10](=[O:13])[NH:9]3)=[CH:4][CH:5]=2)[CH2:31][CH2:30]1. The yield is 0.680. (7) The reactants are [CH2:1]([N:3]([CH2:22][CH3:23])[CH2:4][CH2:5][O:6][C:7]1[C:20]2[C:11](=[C:12]3[C:17](=[CH:18][CH:19]=2)[CH:16]=[CH:15][CH:14]=[N:13]3)[N:10]=[C:9]([CH3:21])[CH:8]=1)[CH3:2].[O:24]1CCOCC1. The catalyst is O. The product is [CH2:22]([N:3]([CH2:1][CH3:2])[CH2:4][CH2:5][O:6][C:7]1[C:20]2[C:11](=[C:12]3[C:17](=[CH:18][CH:19]=2)[CH:16]=[CH:15][CH:14]=[N:13]3)[N:10]=[C:9]([CH:21]=[O:24])[CH:8]=1)[CH3:23]. The yield is 0.190.